From a dataset of Catalyst prediction with 721,799 reactions and 888 catalyst types from USPTO. Predict which catalyst facilitates the given reaction. (1) Reactant: [CH2:1]([C:5]1([CH2:28][CH2:29][CH2:30][CH3:31])[N:11]=[C:10]([C:12]2[CH:17]=[CH:16][CH:15]=[CH:14][CH:13]=2)[C:9]2[CH:18]=[C:19]([O:26][CH3:27])[C:20]([C:22](OC)=[O:23])=[CH:21][C:8]=2[S:7][CH2:6]1)[CH2:2][CH2:3][CH3:4].[H-].[H-].[H-].[H-].[Li+].[Al+3]. Product: [CH2:1]([C:5]1([CH2:28][CH2:29][CH2:30][CH3:31])[N:11]=[C:10]([C:12]2[CH:17]=[CH:16][CH:15]=[CH:14][CH:13]=2)[C:9]2[CH:18]=[C:19]([O:26][CH3:27])[C:20]([CH2:22][OH:23])=[CH:21][C:8]=2[S:7][CH2:6]1)[CH2:2][CH2:3][CH3:4]. The catalyst class is: 1. (2) Reactant: Cl[C:2]1[N:3]=[CH:4][C:5]2[C:6]3[N:20]([CH:21]4[CH2:26][CH2:25][CH2:24][CH2:23][O:22]4)[N:19]=[CH:18][C:7]=3[C:8](=[O:17])[N:9]([CH2:12][C:13]([F:16])([F:15])[F:14])[C:10]=2[CH:11]=1.[F:27][C:28]1[C:33](B(O)O)=[CH:32][CH:31]=[CH:30][N:29]=1.C(=O)([O-])[O-].[Cs+].[Cs+].O1CCOCC1. Product: [F:27][C:28]1[C:33]([C:2]2[N:3]=[CH:4][C:5]3[C:6]4[N:20]([CH:21]5[CH2:26][CH2:25][CH2:24][CH2:23][O:22]5)[N:19]=[CH:18][C:7]=4[C:8](=[O:17])[N:9]([CH2:12][C:13]([F:14])([F:16])[F:15])[C:10]=3[CH:11]=2)=[CH:32][CH:31]=[CH:30][N:29]=1. The catalyst class is: 103. (3) Reactant: [N:1]([CH2:4][CH2:5][CH2:6][C:7](=[N:14][NH:15][C:16](=[O:25])[C:17]1[CH:22]=[C:21]([Cl:23])[CH:20]=[CH:19][C:18]=1[CH3:24])[C:8]1[CH:13]=[CH:12][CH:11]=[CH:10][CH:9]=1)=[N+:2]=[N-:3].[C:26](Cl)(=[O:31])[C:27]([CH3:30])([CH3:29])[CH3:28].O. Product: [N:1]([CH2:4][CH2:5][CH2:6][C:7]1([C:8]2[CH:9]=[CH:10][CH:11]=[CH:12][CH:13]=2)[N:14]([C:26](=[O:31])[C:27]([CH3:30])([CH3:29])[CH3:28])[N:15]=[C:16]([C:17]2[CH:22]=[C:21]([Cl:23])[CH:20]=[CH:19][C:18]=2[CH3:24])[O:25]1)=[N+:2]=[N-:3]. The catalyst class is: 17. (4) Reactant: [C:1]([N:4]1[CH2:9][CH2:8][C@H:7]([NH:10][C:11](=[O:20])[O:12][CH2:13][C:14]2[CH:19]=[CH:18][CH:17]=[CH:16][CH:15]=2)[C@H:6]([O:21][CH2:22][CH3:23])[CH2:5]1)(=[O:3])[NH2:2].Br[CH:25]([CH2:35][CH3:36])[C:26](=O)[C:27]([O:29][CH2:30][CH2:31]CC)=[O:28].C(=O)(O)[O-].[Na+]. Product: [CH2:13]([O:12][C:11]([NH:10][C@H:7]1[CH2:8][CH2:9][N:4]([C:1]2[O:3][C:25]([CH2:35][CH3:36])=[C:26]([C:27]([O:29][CH2:30][CH3:31])=[O:28])[N:2]=2)[CH2:5][C@H:6]1[O:21][CH2:22][CH3:23])=[O:20])[C:14]1[CH:15]=[CH:16][CH:17]=[CH:18][CH:19]=1. The catalyst class is: 1. (5) Reactant: Cl[C:2]1[C:11]([C:12]([OH:14])=[O:13])=[CH:10][C:9]2[C:4](=[CH:5][CH:6]=[C:7]([Cl:15])[CH:8]=2)[N:3]=1.[NH2:16][C@@H:17]([C:28]([OH:30])=[O:29])[CH2:18][C:19]1[C:27]2[C:22](=[CH:23][CH:24]=[CH:25][CH:26]=2)[NH:21][CH:20]=1.CC#N. Product: [C:28]([C@H:17]([NH:16][C:2]1[C:11]([C:12]([OH:14])=[O:13])=[CH:10][C:9]2[C:4](=[CH:5][CH:6]=[C:7]([Cl:15])[CH:8]=2)[N:3]=1)[CH2:18][C:19]1[C:27]2[C:22](=[CH:23][CH:24]=[CH:25][CH:26]=2)[NH:21][CH:20]=1)([OH:30])=[O:29]. The catalyst class is: 6.